From a dataset of Full USPTO retrosynthesis dataset with 1.9M reactions from patents (1976-2016). Predict the reactants needed to synthesize the given product. Given the product [Cl:1][C:2]1[C:8]([N:18]2[CH2:19][CH2:20][N:15]([CH2:13][CH3:14])[CH2:16][CH2:17]2)=[CH:7][C:5]([NH2:6])=[C:4]([N+:10]([O-:12])=[O:11])[CH:3]=1, predict the reactants needed to synthesize it. The reactants are: [Cl:1][C:2]1[C:8](Cl)=[CH:7][C:5]([NH2:6])=[C:4]([N+:10]([O-:12])=[O:11])[CH:3]=1.[CH2:13]([N:15]1[CH2:20][CH2:19][NH:18][CH2:17][CH2:16]1)[CH3:14].C(=O)([O-])[O-].[K+].[K+].O.